Dataset: Cav3 T-type calcium channel HTS with 100,875 compounds. Task: Binary Classification. Given a drug SMILES string, predict its activity (active/inactive) in a high-throughput screening assay against a specified biological target. (1) The drug is O(C(=O)C1CCN(C(c2n(nnn2)C2CCCCC2)c2cc3c([nH]c2=O)c(c(cc3)C)C)CC1)CC. The result is 0 (inactive). (2) The molecule is S(c1ccc(cc1)C)CC(=O)Nc1c(cccc1)C(OC)=O. The result is 0 (inactive). (3) The compound is O(C(=O)C(C(C(OC)=O)C(OC)=O)C(C(OC)=O)C(OC)=O)C. The result is 0 (inactive). (4) The compound is S(=O)(=O)(N1CCCC1)c1ccc(cc1)c1oc(SCc2ccc(cc2)C)nn1. The result is 0 (inactive). (5) The drug is N1(C(CCCC)CN=C1N)CC(C)(C)C. The result is 0 (inactive). (6) The drug is Clc1c2n(nc1C(=O)NCc1occc1)c(cc(n2)c1ccc(OC)cc1)C(F)(F)F. The result is 0 (inactive).